The task is: Predict the reactants needed to synthesize the given product.. This data is from Full USPTO retrosynthesis dataset with 1.9M reactions from patents (1976-2016). (1) Given the product [Br:16][C:17]1[CH:24]=[CH:23][C:22]([O:25][C:2]2[CH:9]=[CH:8][C:5]([C:6]#[N:7])=[C:4]([N:10]([CH2:12][CH2:13][O:14][CH3:15])[CH3:11])[N:3]=2)=[CH:21][C:18]=1[CH:19]=[O:20], predict the reactants needed to synthesize it. The reactants are: Cl[C:2]1[CH:9]=[CH:8][C:5]([C:6]#[N:7])=[C:4]([N:10]([CH2:12][CH2:13][O:14][CH3:15])[CH3:11])[N:3]=1.[Br:16][C:17]1[CH:24]=[CH:23][C:22]([OH:25])=[CH:21][C:18]=1[CH:19]=[O:20].C([O-])([O-])=O.[K+].[K+]. (2) Given the product [CH2:1]([O:3][C:4](=[O:24])[C:5]1[CH:10]=[CH:9][C:8]([CH3:11])=[C:7]([S:12][C:13]2[C:21]3[C:16](=[CH:17][C:18]([Cl:22])=[CH:19][CH:20]=3)[N:15]([C:26]3[CH:27]=[N:28][CH:29]=[CH:30][CH:31]=3)[C:14]=2[CH3:23])[CH:6]=1)[CH3:2], predict the reactants needed to synthesize it. The reactants are: [CH2:1]([O:3][C:4](=[O:24])[C:5]1[CH:10]=[CH:9][C:8]([CH3:11])=[C:7]([S:12][C:13]2[C:21]3[C:16](=[CH:17][C:18]([Cl:22])=[CH:19][CH:20]=3)[NH:15][C:14]=2[CH3:23])[CH:6]=1)[CH3:2].Br[C:26]1[CH:27]=[N:28][CH:29]=[CH:30][CH:31]=1. (3) The reactants are: Cl.C[O:3][CH:4](OC)[C:5]1[N:14]=[C:13]2[C:8]([CH2:9][CH2:10][CH2:11][N:12]2[CH2:15][CH2:16][CH3:17])=[CH:7][CH:6]=1.[OH-].[Na+]. Given the product [CH2:15]([N:12]1[C:13]2[N:14]=[C:5]([CH2:4][OH:3])[CH:6]=[CH:7][C:8]=2[CH2:9][CH2:10][CH2:11]1)[CH2:16][CH3:17], predict the reactants needed to synthesize it. (4) The reactants are: [Br:1][C:2]1[C:3]([N:18]2[CH2:21][C:20]([CH3:23])([CH3:22])[CH2:19]2)=[C:4]([C@H:10]([OH:17])[C:11]([O:13][CH:14]([CH3:16])[CH3:15])=[O:12])[C:5]([CH3:9])=[N:6][C:7]=1[CH3:8]. Given the product [Br:1][C:2]1[C:3]([N:18]2[CH2:21][C:20]([CH3:23])([CH3:22])[CH2:19]2)=[C:4]([C@H:10]([O:17][C:4]([CH3:10])([CH3:5])[CH3:3])[C:11]([O:13][CH:14]([CH3:16])[CH3:15])=[O:12])[C:5]([CH3:9])=[N:6][C:7]=1[CH3:8], predict the reactants needed to synthesize it. (5) Given the product [OH:46][CH:43]1[CH2:44][CH2:45][CH:40]([NH:39][C:26]([N:12]2[CH2:13][CH:14]([C:16]3[CH:21]=[CH:20][C:19]([C:22]([F:25])([F:23])[F:24])=[CH:18][CH:17]=3)[CH2:15][CH:10]([NH:9][C:7]([C:1]3[CH:2]=[CH:3][CH:4]=[CH:5][CH:6]=3)=[O:8])[CH2:11]2)=[O:27])[CH2:41][CH2:42]1, predict the reactants needed to synthesize it. The reactants are: [C:1]1([C:7]([NH:9][CH:10]2[CH2:15][CH:14]([C:16]3[CH:21]=[CH:20][C:19]([C:22]([F:25])([F:24])[F:23])=[CH:18][CH:17]=3)[CH2:13][N:12]([C:26](OC3C=CC([N+]([O-])=O)=CC=3)=[O:27])[CH2:11]2)=[O:8])[CH:6]=[CH:5][CH:4]=[CH:3][CH:2]=1.Cl.[NH2:39][C@@H:40]1[CH2:45][CH2:44][C@H:43]([OH:46])[CH2:42][CH2:41]1.C(=O)([O-])[O-].[K+].[K+]. (6) Given the product [Cl:1][C:2]1[CH:10]=[CH:9][C:8]([C:11]2[C:12]([C@@H:33]([NH:43][C:44](=[O:60])[CH2:45][N:46]3[C:50]4[C:51]([F:55])([F:56])[C@@H:52]5[CH2:54][C@@H:53]5[C:49]=4[C:48]([CH:57]([F:58])[F:59])=[N:47]3)[CH2:34][C:35]3[CH:40]=[C:39]([F:41])[CH:38]=[C:37]([F:42])[CH:36]=3)=[N:13][C:14]([C:17]#[C:18][C:19]3([OH:22])[CH2:21][CH2:20]3)=[CH:15][CH:16]=2)=[C:7]2[C:3]=1[C:4]([NH:62][S:63]([CH3:66])(=[O:64])=[O:65])=[N:5][N:6]2[CH3:61], predict the reactants needed to synthesize it. The reactants are: [Cl:1][C:2]1[CH:10]=[CH:9][C:8]([C:11]2[C:12]([C@@H:33]([NH:43][C:44](=[O:60])[CH2:45][N:46]3[C:50]4[C:51]([F:56])([F:55])[C@@H:52]5[CH2:54][C@@H:53]5[C:49]=4[C:48]([CH:57]([F:59])[F:58])=[N:47]3)[CH2:34][C:35]3[CH:40]=[C:39]([F:41])[CH:38]=[C:37]([F:42])[CH:36]=3)=[N:13][C:14]([C:17]#[C:18][C:19]3([O:22][Si](C(C)C)(C(C)C)C(C)C)[CH2:21][CH2:20]3)=[CH:15][CH:16]=2)=[C:7]2[C:3]=1[C:4]([NH:62][S:63]([CH3:66])(=[O:65])=[O:64])=[N:5][N:6]2[CH3:61].C(O)(=O)C.CCCC[N+](CCCC)(CCCC)CCCC.[F-]. (7) Given the product [Cl:15][C:4]1[N:3]=[C:2]2[NH:17][N:18]=[C:8]([C:10]3[NH:11][CH:12]=[CH:13][CH:14]=3)[C:7]2=[CH:6][CH:5]=1, predict the reactants needed to synthesize it. The reactants are: Cl[C:2]1[C:7]([C:8]([C:10]2[NH:11][CH:12]=[CH:13][CH:14]=2)=O)=[CH:6][CH:5]=[C:4]([Cl:15])[N:3]=1.O.[NH2:17][NH2:18]. (8) Given the product [NH2:30][C:31]1[C:32]([C:49]([NH:52][NH:53][C:54](=[S:55])[NH2:56])=[O:51])=[N:33][C:34]([C:37]2[CH:42]=[CH:41][C:40]([S:43]([CH:46]([CH3:47])[CH3:48])(=[O:45])=[O:44])=[CH:39][CH:38]=2)=[CH:35][N:36]=1, predict the reactants needed to synthesize it. The reactants are: CN(C(ON1N=NC2C=CC=CC1=2)=[N+](C)C)C.[B-](F)(F)(F)F.CCN(CC)CC.[NH2:30][C:31]1[C:32]([C:49]([OH:51])=O)=[N:33][C:34]([C:37]2[CH:42]=[CH:41][C:40]([S:43]([CH:46]([CH3:48])[CH3:47])(=[O:45])=[O:44])=[CH:39][CH:38]=2)=[CH:35][N:36]=1.[NH2:52][NH:53][C:54]([NH2:56])=[S:55]. (9) Given the product [CH3:1][S:2]([OH:5])(=[O:4])=[O:3].[Cl:6][C:7]1[C:8]([F:37])=[C:9]([CH:34]=[CH:35][CH:36]=1)[NH:10][C:11]1[C:20]2[C:15](=[CH:16][C:17]([O:32][CH3:33])=[C:18]([O:21][CH:22]3[CH2:27][CH2:26][N:25]([C:28](=[O:31])[CH2:29][OH:30])[CH2:24][CH2:23]3)[CH:19]=2)[N:14]=[CH:13][N:12]=1, predict the reactants needed to synthesize it. The reactants are: [CH3:1][S:2]([OH:5])(=[O:4])=[O:3].[Cl:6][C:7]1[C:8]([F:37])=[C:9]([CH:34]=[CH:35][CH:36]=1)[NH:10][C:11]1[C:20]2[C:15](=[CH:16][C:17]([O:32][CH3:33])=[C:18]([O:21][CH:22]3[CH2:27][CH2:26][N:25]([C:28](=[O:31])[CH2:29][OH:30])[CH2:24][CH2:23]3)[CH:19]=2)[N:14]=[CH:13][N:12]=1. (10) Given the product [CH:3]1([C:7]2[C:15](=[O:16])[N:14]3[C:10]([NH:11][C:12]4[CH:20]=[CH:19][CH:18]=[CH:17][C:13]=43)=[C:9]([C:21]#[N:22])[C:8]=2[CH3:23])[CH2:2][CH2:1][CH2:6][CH2:5][CH2:4]1, predict the reactants needed to synthesize it. The reactants are: [CH:1]1[CH2:6][CH2:5][CH2:4][CH:3]([C:7]2[C:15](=[O:16])[N:14]3[C:10]([NH:11][C:12]4[CH:20]=[CH:19][CH:18]=[CH:17][C:13]=43)=[C:9]([C:21]#[N:22])[C:8]=2[CH3:23])[CH:2]=1.